This data is from Forward reaction prediction with 1.9M reactions from USPTO patents (1976-2016). The task is: Predict the product of the given reaction. (1) Given the reactants [C:1]([O:5][C:6]([NH:8][C@@H:9]1[CH2:13][CH2:12][C@:11](C(C)C)([C:14]([OH:16])=[O:15])[CH2:10]1)=[O:7])([CH3:4])([CH3:3])[CH3:2].[CH2:20](N(CC)CC)C.F[P-](F)(F)(F)(F)F.N1(O[P+](N(C)C)(N(C)C)N(C)C)C2C=CC=CC=2N=N1, predict the reaction product. The product is: [C:1]([O:5][C:6]([NH:8][C@H:9]1[CH2:10][C@@H:11]([C:14]([O:16][CH3:20])=[O:15])[CH:12]=[CH:13]1)=[O:7])([CH3:2])([CH3:3])[CH3:4]. (2) Given the reactants [NH2:1][C:2]1[CH:3]=[CH:4][C:5]2[C:6]3[N:14]=[C:13]([C:15]4[CH:20]=[CH:19][CH:18]=[C:17]([C:21]([F:24])([F:23])[F:22])[CH:16]=4)[CH:12]=[C:11]([C:25]([NH2:27])=[O:26])[C:7]=3[NH:8][C:9]=2[CH:10]=1.[C:28]([N:32]1[CH2:37][CH2:36][C:35](=O)[CH2:34][CH2:33]1)([CH3:31])([CH3:30])[CH3:29], predict the reaction product. The product is: [C:28]([N:32]1[CH2:37][CH2:36][CH:35]([NH:1][C:2]2[CH:3]=[CH:4][C:5]3[C:6]4[N:14]=[C:13]([C:15]5[CH:20]=[CH:19][CH:18]=[C:17]([C:21]([F:24])([F:23])[F:22])[CH:16]=5)[CH:12]=[C:11]([C:25]([NH2:27])=[O:26])[C:7]=4[NH:8][C:9]=3[CH:10]=2)[CH2:34][CH2:33]1)([CH3:31])([CH3:30])[CH3:29]. (3) Given the reactants [CH:1]([NH:4][CH2:5][C:6]1[CH:7]=[C:8]([CH:42]=[CH:43][CH:44]=1)[C:9]([NH:11][C:12]1[S:13][C:14]2[CH2:41][CH2:40][CH2:39][CH2:38][C:15]=2[C:16]=1[C:17]([NH:19][C:20]1[CH:25]=[CH:24][C:23]([CH2:26][CH2:27][C:28]2[CH:37]=[CH:36][C:31]([C:32]([O:34][CH3:35])=[O:33])=[CH:30][CH:29]=2)=[CH:22][CH:21]=1)=[O:18])=[O:10])([CH3:3])[CH3:2].[CH2:45]([O:47][P:48]([CH2:53][CH2:54][CH2:55][C:56](O)=[O:57])([O:50][CH2:51][CH3:52])=[O:49])[CH3:46], predict the reaction product. The product is: [CH2:51]([O:50][P:48]([CH2:53][CH2:54][CH2:55][C:56]([N:4]([CH2:5][C:6]1[CH:7]=[C:8]([CH:42]=[CH:43][CH:44]=1)[C:9]([NH:11][C:12]1[S:13][C:14]2[CH2:41][CH2:40][CH2:39][CH2:38][C:15]=2[C:16]=1[C:17]([NH:19][C:20]1[CH:25]=[CH:24][C:23]([CH2:26][CH2:27][C:28]2[CH:29]=[CH:30][C:31]([C:32]([O:34][CH3:35])=[O:33])=[CH:36][CH:37]=2)=[CH:22][CH:21]=1)=[O:18])=[O:10])[CH:1]([CH3:3])[CH3:2])=[O:57])([O:47][CH2:45][CH3:46])=[O:49])[CH3:52]. (4) Given the reactants C(OC([N:8]1[CH2:13][CH2:12][CH:11]([N:14]([CH2:20][C:21]2[S:25][C:24]([Cl:26])=[N:23][C:22]=2[Cl:27])[CH2:15][C:16]([OH:19])([CH3:18])[CH3:17])[CH2:10][CH2:9]1)=O)(C)(C)C.C1(OC)C=CC=CC=1.FC(F)(F)C(O)=O, predict the reaction product. The product is: [OH:19][C:16]([CH3:18])([CH3:17])[CH2:15][N:14]([CH2:20][C:21]1[S:25][C:24]([Cl:26])=[N:23][C:22]=1[Cl:27])[CH:11]1[CH2:10][CH2:9][NH:8][CH2:13][CH2:12]1. (5) Given the reactants [Cl:1][CH2:2][C:3]([N:5]1[CH2:10][CH2:9][CH:8]([N:11]2[C:15](=[O:16])[C:14]([CH3:18])([CH3:17])[C:13]([C:19]3[CH:24]=[CH:23][C:22]([O:25][CH3:26])=[C:21]([O:27][CH3:28])[CH:20]=3)=[N:12]2)[CH2:7][CH2:6]1)=[O:4].Cl.CO[C:32]1C=C(C2C(C)(CCC)C(=O)N(C3CCNCC3)N=2)C=C[C:37]=1OC.ClCC(OC(=O)CCl)=O, predict the reaction product. The product is: [Cl:1][CH2:2][C:3]([N:5]1[CH2:6][CH2:7][CH:8]([N:11]2[C:15](=[O:16])[C:14]([CH3:18])([CH2:17][CH2:32][CH3:37])[C:13]([C:19]3[CH:24]=[CH:23][C:22]([O:25][CH3:26])=[C:21]([O:27][CH3:28])[CH:20]=3)=[N:12]2)[CH2:9][CH2:10]1)=[O:4].